Task: Predict which catalyst facilitates the given reaction.. Dataset: Catalyst prediction with 721,799 reactions and 888 catalyst types from USPTO Reactant: [Cl:1][C:2]1[C:7]([F:8])=[CH:6][CH:5]=[CH:4][C:3]=1[NH:9][C:10]([NH:12][C:13]1[CH:18]=[CH:17][C:16]([Cl:19])=[C:15]([S:20]([N:23]2[CH2:28][CH2:27][N:26]([CH2:29][CH2:30][O:31]C)[CH2:25][CH2:24]2)(=[O:22])=[O:21])[C:14]=1[OH:33])=[O:11].FC(F)(F)C(O)=O.B(Br)(Br)Br. Product: [Cl:1][C:2]1[C:7]([F:8])=[CH:6][CH:5]=[CH:4][C:3]=1[NH:9][C:10]([NH:12][C:13]1[CH:18]=[CH:17][C:16]([Cl:19])=[C:15]([S:20]([N:23]2[CH2:24][CH2:25][N:26]([CH2:29][CH2:30][OH:31])[CH2:27][CH2:28]2)(=[O:22])=[O:21])[C:14]=1[OH:33])=[O:11]. The catalyst class is: 4.